From a dataset of Reaction yield outcomes from USPTO patents with 853,638 reactions. Predict the reaction yield, written as a fraction of the theoretical maximum amount of product (1.0 means a 100% yield; for example, 0.34 means a 34% yield). (1) The reactants are C([O:3][C:4]([C:6]1[C:15](=[O:16])[C:14]2[C:9](=[CH:10][CH:11]=[CH:12][N:13]=2)[N:8]([CH2:17][C:18]2([C:23]3[CH:28]=[CH:27][CH:26]=[CH:25][CH:24]=3)[CH2:22][CH2:21][CH2:20][CH2:19]2)[CH:7]=1)=[O:5])C.C1(C2C=CC=CC=2)C=CC=CC=1CN1C2C(=NC=CC=2)C(=O)C(C(O)=O)=C1. No catalyst specified. The product is [O:16]=[C:15]1[C:14]2[C:9](=[CH:10][CH:11]=[CH:12][N:13]=2)[N:8]([CH2:17][C:18]2([C:23]3[CH:28]=[CH:27][CH:26]=[CH:25][CH:24]=3)[CH2:19][CH2:20][CH2:21][CH2:22]2)[CH:7]=[C:6]1[C:4]([OH:5])=[O:3]. The yield is 0.335. (2) The yield is 0.900. The reactants are [H-].[H-].[H-].[H-].[Li+].[Al+3].C([O:9][C:10](=O)[C:11]([CH3:39])([CH3:38])[CH2:12][CH2:13][CH2:14][CH2:15][CH2:16][CH:17]([O:31][CH:32]1[CH2:37][CH2:36][CH2:35][CH2:34][O:33]1)[CH2:18][CH2:19][CH2:20][CH2:21][CH2:22][C:23]([CH3:30])([CH3:29])[C:24](OCC)=[O:25])C.O.[OH-].[Na+]. The catalyst is CC(OC)(C)C. The product is [CH3:38][C:11]([CH3:39])([CH2:12][CH2:13][CH2:14][CH2:15][CH2:16][CH:17]([O:31][CH:32]1[CH2:37][CH2:36][CH2:35][CH2:34][O:33]1)[CH2:18][CH2:19][CH2:20][CH2:21][CH2:22][C:23]([CH3:29])([CH3:30])[CH2:24][OH:25])[CH2:10][OH:9]. (3) The product is [CH3:34][S@:26](=[O:33])([C:27]1[CH:32]=[CH:31][CH:30]=[CH:29][CH:28]=1)=[N:25][C:23](=[O:24])[C:22]1[CH:35]=[C:18]([C:2]#[C:1][C:3]2[CH:4]=[CH:5][C:6]([NH:9][C:10]([C:12]3[S:13][CH:14]=[CH:15][CH:16]=3)=[O:11])=[CH:7][CH:8]=2)[CH:19]=[N:20][CH:21]=1. The reactants are [C:1]([C:3]1[CH:8]=[CH:7][C:6]([NH:9][C:10]([C:12]2[S:13][CH:14]=[CH:15][CH:16]=2)=[O:11])=[CH:5][CH:4]=1)#[CH:2].Br[C:18]1[CH:19]=[N:20][CH:21]=[C:22]([CH:35]=1)[C:23]([N:25]=[S@@:26]([CH3:34])(=[O:33])[C:27]1[CH:32]=[CH:31][CH:30]=[CH:29][CH:28]=1)=[O:24].CCN(CC)CC. The catalyst is Cl[Pd](Cl)([P](C1C=CC=CC=1)(C1C=CC=CC=1)C1C=CC=CC=1)[P](C1C=CC=CC=1)(C1C=CC=CC=1)C1C=CC=CC=1.[Cu]I.CCOC(C)=O. The yield is 0.610. (4) The product is [NH2:2][C:1]1[C:3]([CH2:5][CH2:6][CH:7]=[CH2:8])([CH3:4])[S:9](=[O:10])(=[O:11])[CH2:12][C@:13]([C:15]2[CH:20]=[C:19]([N+:21]([O-:23])=[O:22])[CH:18]=[CH:17][C:16]=2[F:24])([CH3:14])[N:25]=1. The reactants are [C:1]([C:3]([S:9]([CH2:12][C@:13]([NH:25][S@@](C(C)(C)C)=O)([C:15]1[CH:20]=[C:19]([N+:21]([O-:23])=[O:22])[CH:18]=[CH:17][C:16]=1[F:24])[CH3:14])(=[O:11])=[O:10])([CH2:5][CH2:6][CH:7]=[CH2:8])[CH3:4])#[N:2].Cl.O1CCOCC1. The catalyst is C(O)C. The yield is 1.00.